Dataset: Acute oral toxicity (LD50) regression data from Zhu et al.. Task: Regression/Classification. Given a drug SMILES string, predict its toxicity properties. Task type varies by dataset: regression for continuous values (e.g., LD50, hERG inhibition percentage) or binary classification for toxic/non-toxic outcomes (e.g., AMES mutagenicity, cardiotoxicity, hepatotoxicity). Dataset: ld50_zhu. (1) The molecule is CCC(=O)OCCc1ccccc1. The rat oral LD50 is 1.65, given as -log10 of the dose in mol/kg body weight (higher means more acutely toxic). (2) The molecule is CNC(=O)ON=C1C(Cl)C2CC(C#N)C1C2. The rat oral LD50 is 3.98, given as -log10 of the dose in mol/kg body weight (higher means more acutely toxic). (3) The compound is CC1NC(=O)c2ccccc2O1. The rat oral LD50 is 2.20, given as -log10 of the dose in mol/kg body weight (higher means more acutely toxic). (4) The molecule is CP(C)(=O)CN1C(=O)CN=C(c2ccccc2)c2cc(Cl)ccc21. The rat oral LD50 is 2.06, given as -log10 of the dose in mol/kg body weight (higher means more acutely toxic). (5) The rat oral LD50 is 2.87, given as -log10 of the dose in mol/kg body weight (higher means more acutely toxic). The molecule is C=C(C)C(=O)OCCCl. (6) The drug is CC(C)CCCCCCCCCCO. The rat oral LD50 is 1.07, given as -log10 of the dose in mol/kg body weight (higher means more acutely toxic). (7) The drug is C=CC1(C)CC(OC(=O)CSCCN(CC)CC)C2(C)C(C)CCC3(CCC(=O)C32)C(C)C1O. The rat oral LD50 is 2.35, given as -log10 of the dose in mol/kg body weight (higher means more acutely toxic). (8) The molecule is COP(=O)(Oc1cc(Cl)c(Br)cc1Cl)c1ccccc1. The rat oral LD50 is 3.53, given as -log10 of the dose in mol/kg body weight (higher means more acutely toxic). (9) The drug is FC(F)OC(Cl)C(F)(F)F. The rat oral LD50 is 1.59, given as -log10 of the dose in mol/kg body weight (higher means more acutely toxic). (10) The drug is CN1CCC23c4c5ccc(O)c4OC2C(O)C=CC3C1C5. The rat oral LD50 is 2.93, given as -log10 of the dose in mol/kg body weight (higher means more acutely toxic).